This data is from Full USPTO retrosynthesis dataset with 1.9M reactions from patents (1976-2016). The task is: Predict the reactants needed to synthesize the given product. (1) Given the product [OH:2][C:3]1[C:8]2[NH:9][C:10]([C:12]3[S:13][CH:14]=[CH:15][CH:16]=3)=[N:11][C:7]=2[C:6]([C:17]([NH:19][CH:20]2[CH2:25][CH2:24][NH:23][CH2:22][CH2:21]2)=[O:18])=[CH:5][CH:4]=1, predict the reactants needed to synthesize it. The reactants are: C[O:2][C:3]1[C:8]2[NH:9][C:10]([C:12]3[S:13][CH:14]=[CH:15][CH:16]=3)=[N:11][C:7]=2[C:6]([C:17]([NH:19][CH:20]2[CH2:25][CH2:24][N:23](C(OC(C)(C)C)=O)[CH2:22][CH2:21]2)=[O:18])=[CH:5][CH:4]=1.B(Br)(Br)Br. (2) Given the product [F:1][C:2]1[C:3]([NH:10][C:11]2[C:16]([C:17]3[N:25]=[CH:24][N:23]=[C:22]4[C:18]=3[N:19]=[CH:20][N:21]4[CH:26]3[CH2:31][CH2:30][CH2:29][CH2:28][O:27]3)=[CH:15][CH:14]=[CH:13][N:12]=2)=[C:4]([F:9])[CH:5]=[CH:6][C:7]=1[NH:8][S:35]([CH:32]1[CH2:34][CH2:33]1)(=[O:37])=[O:36], predict the reactants needed to synthesize it. The reactants are: [F:1][C:2]1[C:7]([NH2:8])=[CH:6][CH:5]=[C:4]([F:9])[C:3]=1[NH:10][C:11]1[C:16]([C:17]2[N:25]=[CH:24][N:23]=[C:22]3[C:18]=2[N:19]=[CH:20][N:21]3[CH:26]2[CH2:31][CH2:30][CH2:29][CH2:28][O:27]2)=[CH:15][CH:14]=[CH:13][N:12]=1.[CH:32]1([S:35](Cl)(=[O:37])=[O:36])[CH2:34][CH2:33]1.N1C=CC=CC=1. (3) Given the product [F:15][C:2]1([F:1])[O:3][C:4]2[CH:10]=[C:9]([NH2:11])[C:8]([NH2:12])=[CH:7][C:5]=2[O:6]1, predict the reactants needed to synthesize it. The reactants are: [F:1][C:2]1([F:15])[O:6][C:5]2[CH:7]=[C:8]([N+:12]([O-])=O)[C:9]([NH2:11])=[CH:10][C:4]=2[O:3]1. (4) Given the product [CH3:11][O:12][CH2:13][CH2:14][N:15]1[CH:1]([C:2]2[CH:7]=[CH:6][CH:5]=[CH:4][C:3]=2[O:8][CH3:9])[CH:17]([C:16]([NH:36][C:32]2[CH:33]=[CH:34][CH:35]=[C:30]([O:29][CH3:28])[CH:31]=2)=[O:27])[C:18]2[C:19](=[CH:23][CH:24]=[CH:25][CH:26]=2)[C:20]1=[O:22], predict the reactants needed to synthesize it. The reactants are: [CH:1](=O)[C:2]1[C:3]([O:8][CH3:9])=[CH:4][CH:5]=[CH:6][CH:7]=1.[CH3:11][O:12][CH2:13][CH2:14][NH2:15].[C:16]1(=[O:27])[O:22][C:20](=O)[C:19]2=[CH:23][CH:24]=[CH:25][CH:26]=[C:18]2[CH2:17]1.[CH3:28][O:29][C:30]1[CH:35]=[CH:34][CH:33]=[C:32]([NH2:36])[CH:31]=1. (5) Given the product [C:1]([O:5][C:6]([N:8]1[CH2:9][CH2:10][N:11]([C:14]2[N:22]([CH2:23][C:24]#[C:25][CH3:26])[C:21]3[C:20](=[O:27])[NH:19][C:18](=[O:36])[N:17]([CH2:37][CH2:38][O:39][CH2:40][CH3:41])[C:16]=3[N:15]=2)[CH2:12][CH2:13]1)=[O:7])([CH3:4])([CH3:3])[CH3:2], predict the reactants needed to synthesize it. The reactants are: [C:1]([O:5][C:6]([N:8]1[CH2:13][CH2:12][N:11]([C:14]2[N:22]([CH2:23][C:24]#[C:25][CH3:26])[C:21]3[C:20](=[O:27])[N:19](COC(=O)C(C)(C)C)[C:18](=[O:36])[N:17]([CH2:37][CH2:38][O:39][CH2:40][CH3:41])[C:16]=3[N:15]=2)[CH2:10][CH2:9]1)=[O:7])([CH3:4])([CH3:3])[CH3:2].[H-].[Na+].Cl. (6) Given the product [F:13][C:2]([F:1])([C:6]1[CH:11]=[CH:10][C:9]([F:12])=[CH:8][CH:7]=1)[C:3]([NH:38][N:39]1[CH:43]=[C:42]([N+:44]([O-:46])=[O:45])[CH:41]=[C:40]1[C:47]([NH2:49])=[O:48])=[O:5], predict the reactants needed to synthesize it. The reactants are: [F:1][C:2]([F:13])([C:6]1[CH:11]=[CH:10][C:9]([F:12])=[CH:8][CH:7]=1)[C:3]([OH:5])=O.CN(C(ON1N=NC2C=CC=NC1=2)=[N+](C)C)C.F[P-](F)(F)(F)(F)F.[NH2:38][N:39]1[CH:43]=[C:42]([N+:44]([O-:46])=[O:45])[CH:41]=[C:40]1[C:47]([NH2:49])=[O:48].CCN(C(C)C)C(C)C.